From a dataset of Forward reaction prediction with 1.9M reactions from USPTO patents (1976-2016). Predict the product of the given reaction. (1) Given the reactants [NH:1]1[C:5]2[CH:6]=[CH:7][CH:8]=[CH:9][C:4]=2[N:3]=[C:2]1[C:10]([N:12]1[CH2:17][CH2:16][CH:15]([C:18]([O:20][CH2:21][CH3:22])=[O:19])[CH2:14][CH2:13]1)=[O:11].C(=O)([O-])[O-].[Cs+].[Cs+].[Cl:29][C:30]1[CH:35]=[CH:34][C:33]([CH2:36]Cl)=[CH:32][CH:31]=1, predict the reaction product. The product is: [Cl:29][C:30]1[CH:35]=[CH:34][C:33]([CH2:36][N:1]2[C:5]3[CH:6]=[CH:7][CH:8]=[CH:9][C:4]=3[N:3]=[C:2]2[C:10]([N:12]2[CH2:13][CH2:14][CH:15]([C:18]([O:20][CH2:21][CH3:22])=[O:19])[CH2:16][CH2:17]2)=[O:11])=[CH:32][CH:31]=1. (2) Given the reactants [CH3:1][O:2][C:3](=[O:12])[C:4]1[CH:9]=[CH:8][C:7]([OH:10])=[CH:6][C:5]=1[Cl:11].[C:13]([O:17][C:18]([N:20]1[CH2:25][CH2:24][N:23]([C:26](=[O:29])[CH2:27]Br)[CH2:22][CH2:21]1)=[O:19])([CH3:16])([CH3:15])[CH3:14].C(=O)([O-])[O-].[K+].[K+], predict the reaction product. The product is: [C:13]([O:17][C:18]([N:20]1[CH2:21][CH2:22][N:23]([C:26](=[O:29])[CH2:27][O:10][C:7]2[CH:8]=[CH:9][C:4]([C:3]([O:2][CH3:1])=[O:12])=[C:5]([Cl:11])[CH:6]=2)[CH2:24][CH2:25]1)=[O:19])([CH3:16])([CH3:14])[CH3:15]. (3) Given the reactants [CH3:1][N:2]([CH3:28])[C:3]1[NH:7][C:6]2[CH:8]=[C:9]([NH:15][C:16]([C:18]3[CH:23]=[CH:22][CH:21]=[CH:20][C:19]=3[C:24]([F:27])([F:26])[F:25])=[O:17])[CH:10]=[C:11]([C:12]([OH:14])=O)[C:5]=2[N:4]=1.CN(C(ON1N=NC2C=CC=NC1=2)=[N+](C)C)C.F[P-](F)(F)(F)(F)F.C(N(CC)C(C)C)(C)C.[Cl:62][C:63]1[CH:64]=[C:65]([CH:67]=[CH:68][C:69]=1[CH3:70])[NH2:66], predict the reaction product. The product is: [Cl:62][C:63]1[CH:64]=[C:65]([NH:66][C:12]([C:11]2[C:5]3[N:4]=[C:3]([N:2]([CH3:28])[CH3:1])[NH:7][C:6]=3[CH:8]=[C:9]([NH:15][C:16]([C:18]3[CH:23]=[CH:22][CH:21]=[CH:20][C:19]=3[C:24]([F:25])([F:26])[F:27])=[O:17])[CH:10]=2)=[O:14])[CH:67]=[CH:68][C:69]=1[CH3:70]. (4) Given the reactants [CH3:1][N:2]1[CH2:7][CH2:6][N:5]([C:8]2[CH:13]=[CH:12][C:11]([CH3:14])=[C:10]([N+:15]([O-])=O)[CH:9]=2)[CH2:4][CH2:3]1, predict the reaction product. The product is: [CH3:14][C:11]1[CH:12]=[CH:13][C:8]([N:5]2[CH2:4][CH2:3][N:2]([CH3:1])[CH2:7][CH2:6]2)=[CH:9][C:10]=1[NH2:15]. (5) Given the reactants [C:1]([C:3]1[CH:8]=[CH:7][C:6]([N:9]2[C:13]([C:14]3[N:19]=[C:18]([C:20]([NH:22][CH2:23][CH2:24][CH2:25][N:26]([CH3:28])[CH3:27])=[O:21])[C:17](=[O:29])[N:16]([C:30]4[CH:35]=[CH:34][CH:33]=[C:32]([C:36]([F:39])([F:38])[F:37])[CH:31]=4)[C:15]=3[CH3:40])=[CH:12][CH:11]=[N:10]2)=[CH:5][CH:4]=1)#[N:2].[I:41][CH3:42], predict the reaction product. The product is: [I-:41].[C:1]([C:3]1[CH:8]=[CH:7][C:6]([N:9]2[C:13]([C:14]3[N:19]=[C:18]([C:20]([NH:22][CH2:23][CH2:24][CH2:25][N+:26]([CH3:42])([CH3:27])[CH3:28])=[O:21])[C:17](=[O:29])[N:16]([C:30]4[CH:35]=[CH:34][CH:33]=[C:32]([C:36]([F:39])([F:37])[F:38])[CH:31]=4)[C:15]=3[CH3:40])=[CH:12][CH:11]=[N:10]2)=[CH:5][CH:4]=1)#[N:2]. (6) Given the reactants C(N(CC)CC)C.[S:8]([O:15]S(C(F)(F)F)(=O)=O)([C:11]([F:14])([F:13])[F:12])(=[O:10])=[O:9].[CH3:23][O:24][C:25]1[CH:34]=[CH:33][C:28]([C:29]([O:31][CH3:32])=[O:30])=[C:27](O)[CH:26]=1, predict the reaction product. The product is: [CH3:23][O:24][C:25]1[CH:34]=[CH:33][C:28]([C:29]([O:31][CH3:32])=[O:30])=[C:27]([O:15][S:8]([C:11]([F:14])([F:13])[F:12])(=[O:10])=[O:9])[CH:26]=1. (7) The product is: [OH:1][CH2:2][C:3]([N:5]1[CH2:9][CH2:8][C@@H:7]([O:10][C:11]2[CH:18]=[CH:17][C:16]([C:19]3[CH:24]=[CH:23][N:22]=[C:21]4[NH:25][C:26]([C:28]5[CH:29]=[CH:30][C:31]([C:34]([CH3:36])=[CH2:35])=[CH:32][CH:33]=5)=[CH:27][C:20]=34)=[CH:15][C:12]=2[C:13]#[N:14])[CH2:6]1)=[O:4]. Given the reactants [OH:1][CH2:2][C:3]([N:5]1[CH2:9][CH2:8][C@@H:7]([O:10][C:11]2[CH:18]=[CH:17][C:16]([C:19]3[CH:24]=[CH:23][N:22]=[C:21]4[NH:25][C:26]([C:28]5[CH:33]=[CH:32][C:31]([C:34](O)([CH3:36])[CH3:35])=[CH:30][CH:29]=5)=[CH:27][C:20]=34)=[CH:15][C:12]=2[C:13]#[N:14])[CH2:6]1)=[O:4].C(O)(C(F)(F)F)=O, predict the reaction product. (8) Given the reactants [Br:1][C:2]1[CH:7]=[CH:6][C:5]([OH:8])=[C:4]([CH2:9][CH2:10][CH3:11])[CH:3]=1.[CH2:12](Br)[C:13]1[CH:18]=[CH:17][CH:16]=[CH:15][CH:14]=1.C(=O)([O-])[O-].[K+].[K+], predict the reaction product. The product is: [Br:1][C:2]1[CH:7]=[CH:6][C:5]([O:8][CH2:12][C:13]2[CH:18]=[CH:17][CH:16]=[CH:15][CH:14]=2)=[C:4]([CH2:9][CH2:10][CH3:11])[CH:3]=1. (9) The product is: [F:1][C:2]1[CH:7]=[CH:6][C:5]([F:8])=[CH:4][C:3]=1[CH:9]1[CH2:10][CH2:11][CH2:12][CH2:13][NH:14]1. Given the reactants [F:1][C:2]1[CH:7]=[CH:6][C:5]([F:8])=[CH:4][C:3]=1[C:9]1[CH2:10][CH2:11][CH2:12][CH2:13][N:14]=1.[BH4-].[Na+], predict the reaction product.